From a dataset of Forward reaction prediction with 1.9M reactions from USPTO patents (1976-2016). Predict the product of the given reaction. (1) The product is: [Cl:8][C:6]1[N:5]=[CH:4][N:3]=[C:2]([N:11]([CH3:12])[CH3:10])[CH:7]=1. Given the reactants Cl[C:2]1[CH:7]=[C:6]([Cl:8])[N:5]=[CH:4][N:3]=1.C[CH2:10][N:11](C(C)C)[CH:12](C)C.N(C)C.C([O-])(O)=O.[Na+], predict the reaction product. (2) Given the reactants [Br:1][C:2]1[CH:7]=[CH:6][C:5]([CH2:8][C:9]#[N:10])=[CH:4][CH:3]=1.Br[CH2:12][CH2:13]Cl.C(OCC)C, predict the reaction product. The product is: [Br:1][C:2]1[CH:7]=[CH:6][C:5]([C:8]2([C:9]#[N:10])[CH2:13][CH2:12]2)=[CH:4][CH:3]=1. (3) Given the reactants [CH3:1][O:2][C:3]1[C:4]([CH3:20])=[CH:5][C:6]([CH2:12][CH:13]([C:17](=O)[CH3:18])[C:14](=O)[CH3:15])=[C:7]2[C:11]=1[CH2:10][CH2:9][CH2:8]2.[NH:21]([CH2:23][CH2:24][OH:25])[NH2:22].C(O)(=O)C, predict the reaction product. The product is: [CH3:1][O:2][C:3]1[C:4]([CH3:20])=[CH:5][C:6]([CH2:12][C:13]2[C:17]([CH3:18])=[N:22][N:21]([CH2:23][CH2:24][OH:25])[C:14]=2[CH3:15])=[C:7]2[C:11]=1[CH2:10][CH2:9][CH2:8]2. (4) Given the reactants [CH3:1][S:2]([C:5]([CH3:40])([CH3:39])[CH2:6][O:7][C:8]1[N:13]=[C:12]([NH:14][C:15]2[N:20]=[CH:19][C:18]3[N:21]=[C:22]([C@H:30]([O:32]C4CCCCO4)[CH3:31])[N:23]([C@@H:24]([CH3:29])[C:25]([F:28])([F:27])[F:26])[C:17]=3[CH:16]=2)[CH:11]=[CH:10][N:9]=1)(=[O:4])=[O:3], predict the reaction product. The product is: [CH3:1][S:2]([C:5]([CH3:40])([CH3:39])[CH2:6][O:7][C:8]1[N:13]=[C:12]([NH:14][C:15]2[N:20]=[CH:19][C:18]3[N:21]=[C:22]([C@H:30]([OH:32])[CH3:31])[N:23]([C@@H:24]([CH3:29])[C:25]([F:26])([F:28])[F:27])[C:17]=3[CH:16]=2)[CH:11]=[CH:10][N:9]=1)(=[O:3])=[O:4]. (5) Given the reactants C[N:2](C)/[CH:3]=[N:4]\[C:5]([C:7]1[S:8][C:9]2[CH2:10][CH2:11][O:12][C:13]3[CH:20]=[C:19]([Br:21])[CH:18]=[CH:17][C:14]=3[C:15]=2[N:16]=1)=O.C(OC([N:33]1[CH2:38][CH2:37][CH:36]([NH:39]N)[CH2:35][CH2:34]1)=O)C1C=CC=CC=1, predict the reaction product. The product is: [Br:21][C:19]1[CH:18]=[CH:17][C:14]2[C:15]3[N:16]=[C:7]([C:5]4[N:39]([CH:36]5[CH2:37][CH2:38][NH:33][CH2:34][CH2:35]5)[N:2]=[CH:3][N:4]=4)[S:8][C:9]=3[CH2:10][CH2:11][O:12][C:13]=2[CH:20]=1. (6) Given the reactants [CH2:1]([O:3][C:4](=[O:12])[C:5]1[CH:10]=[CH:9][CH:8]=[C:7]([OH:11])[CH:6]=1)[CH3:2].C(=O)([O-])[O-].[K+].[K+].[CH2:19](Br)[CH:20]=[CH2:21], predict the reaction product. The product is: [CH2:1]([O:3][C:4](=[O:12])[C:5]1[CH:10]=[CH:9][CH:8]=[C:7]([O:11][CH2:21][CH:20]=[CH2:19])[CH:6]=1)[CH3:2]. (7) Given the reactants [CH3:1][C:2]1([CH3:19])[CH2:7][CH2:6][CH:5]([C:8]2[S:18][C:11]3[N:12]=[C:13]([CH3:17])[NH:14][C:15](=O)[C:10]=3[CH:9]=2)[CH2:4][CH2:3]1.C1(C)C=CC=CC=1.P(Cl)(Cl)([Cl:29])=O, predict the reaction product. The product is: [Cl:29][C:15]1[C:10]2[CH:9]=[C:8]([CH:5]3[CH2:6][CH2:7][C:2]([CH3:19])([CH3:1])[CH2:3][CH2:4]3)[S:18][C:11]=2[N:12]=[C:13]([CH3:17])[N:14]=1.